From a dataset of Peptide-MHC class II binding affinity with 134,281 pairs from IEDB. Regression. Given a peptide amino acid sequence and an MHC pseudo amino acid sequence, predict their binding affinity value. This is MHC class II binding data. (1) The peptide sequence is LLGIWGCSGKLIC. The MHC is DRB1_0103 with pseudo-sequence DRB1_0103. The binding affinity (normalized) is 0. (2) The peptide sequence is RESLESLWAPFGVLR. The MHC is DRB1_0101 with pseudo-sequence DRB1_0101. The binding affinity (normalized) is 1.00. (3) The peptide sequence is VVAPQLPADLMIRII. The MHC is DRB3_0101 with pseudo-sequence DRB3_0101. The binding affinity (normalized) is 0.433.